From a dataset of Full USPTO retrosynthesis dataset with 1.9M reactions from patents (1976-2016). Predict the reactants needed to synthesize the given product. (1) Given the product [Cl:19][C:14]1[CH:13]=[C:12]([C@@H:10]([C@@H:5]2[CH2:6][CH2:7][CH2:8][CH2:9][NH:4]2)[NH:11][C:49]([NH:20][C:21]2[CH:22]=[C:23]3[C:27](=[CH:28][CH:29]=2)[NH:26][N:25]=[C:24]3[C:38]#[C:39][C:40]2[CH:41]=[CH:42][CH:43]=[CH:44][CH:45]=2)=[O:50])[CH:17]=[CH:16][C:15]=1[Cl:18], predict the reactants needed to synthesize it. The reactants are: C([N:4]1[CH2:9][CH2:8][CH2:7][CH2:6][C@H:5]1[C@H:10]([C:12]1[CH:17]=[CH:16][C:15]([Cl:18])=[C:14]([Cl:19])[CH:13]=1)[NH2:11])C=C.[NH2:20][C:21]1[CH:22]=[C:23]2[C:27](=[CH:28][CH:29]=1)[N:26](COCC[Si](C)(C)C)[N:25]=[C:24]2[C:38]#[C:39][C:40]1[CH:45]=[CH:44][CH:43]=[CH:42][CH:41]=1.C(O)(=O)/C=C/[C:49](O)=[O:50]. (2) Given the product [S:24]1[C:25]2[CH:31]=[CH:30][CH:29]=[CH:28][C:26]=2[N:27]=[C:23]1[O:22][CH2:21][CH:17]1[CH2:18][CH2:19][CH2:20][NH:15][CH2:16]1, predict the reactants needed to synthesize it. The reactants are: FC(F)(F)C(O)=O.C(OC([N:15]1[CH2:20][CH2:19][CH2:18][CH:17]([CH2:21][O:22][C:23]2[S:24][C:25]3[CH:31]=[CH:30][CH:29]=[CH:28][C:26]=3[N:27]=2)[CH2:16]1)=O)(C)(C)C.